Dataset: Reaction yield outcomes from USPTO patents with 853,638 reactions. Task: Predict the reaction yield, written as a fraction of the theoretical maximum amount of product (1.0 means a 100% yield; for example, 0.34 means a 34% yield). (1) The reactants are [CH2:1]([O:8][C:9]([NH:11][NH:12][C@@H:13]([C:17]([CH3:20])([CH3:19])[CH3:18])[CH2:14][CH:15]=[CH2:16])=[O:10])[C:2]1[CH:7]=[CH:6][CH:5]=[CH:4][CH:3]=1.C([O-])([O-])=O.[K+].[K+].[CH3:27][C:28]1[CH:29]=[C:30]([CH:34]=[C:35]([CH3:37])[CH:36]=1)[C:31](Cl)=[O:32]. The catalyst is C(Cl)Cl. The product is [CH2:1]([O:8][C:9]([NH:11][N:12]([C@@H:13]([C:17]([CH3:20])([CH3:19])[CH3:18])[CH2:14][CH:15]=[CH2:16])[C:31](=[O:32])[C:30]1[CH:34]=[C:35]([CH3:37])[CH:36]=[C:28]([CH3:27])[CH:29]=1)=[O:10])[C:2]1[CH:7]=[CH:6][CH:5]=[CH:4][CH:3]=1. The yield is 0.889. (2) The reactants are [C:1]([O:6][C:7]12[CH2:16][CH:11]3[CH2:12][CH:13]([CH2:15][CH:9]([C:10]3=[O:17])[CH2:8]1)[CH2:14]2)(=[O:5])[C:2]([CH3:4])=[CH2:3].O1CCCC1.[BH4-].[Na+].Cl. The catalyst is C(C1C(O)=C(C(C)(C)C)C=C(C)C=1)C1C(O)=C(C(C)(C)C)C=C(C)C=1.C(OCC)(=O)C. The product is [C:1]([O:6][C:7]12[CH2:16][CH:11]3[CH2:12][CH:13]([CH2:15][CH:9]([CH:10]3[OH:17])[CH2:8]1)[CH2:14]2)(=[O:5])[C:2]([CH3:4])=[CH2:3]. The yield is 0.630. (3) The reactants are [F:1][C:2]([F:14])([F:13])[C:3]1[N:8]=[C:7]([CH3:9])[C:6]([C:10](Cl)=[O:11])=[CH:5][CH:4]=1.[Cl:15][C:16]1[CH:22]=[CH:21][C:19]([NH2:20])=[CH:18][C:17]=1[C:23]1[CH:28]=[CH:27][CH:26]=[CH:25][N:24]=1.CCOC(C)=O. The catalyst is C1COCC1. The product is [Cl:15][C:16]1[CH:22]=[CH:21][C:19]([NH:20][C:10]([C:6]2[C:7]([CH3:9])=[N:8][C:3]([C:2]([F:14])([F:13])[F:1])=[CH:4][CH:5]=2)=[O:11])=[CH:18][C:17]=1[C:23]1[CH:28]=[CH:27][CH:26]=[CH:25][N:24]=1. The yield is 0.880.